From a dataset of Catalyst prediction with 721,799 reactions and 888 catalyst types from USPTO. Predict which catalyst facilitates the given reaction. (1) Reactant: C([O:3][C:4](=O)[C:5]([OH:23])([C:19]([F:22])([F:21])[F:20])[CH2:6]/[C:7](/[C:10]1[CH:15]=[CH:14][CH:13]=[C:12]([F:16])[C:11]=1[O:17][CH3:18])=[CH:8]\[CH3:9])C.[H-].[Al+3].[Li+].[H-].[H-].[H-].[Cl-].[NH4+]. Product: [F:16][C:12]1[C:11]([O:17][CH3:18])=[C:10](/[C:7](=[CH:8]/[CH3:9])/[CH2:6][C:5]([OH:23])([C:19]([F:22])([F:21])[F:20])[CH:4]=[O:3])[CH:15]=[CH:14][CH:13]=1. The catalyst class is: 27. (2) Reactant: [NH2:1][C:2]1[CH:7]=[CH:6][C:5]([C:8]2[CH:13]=[CH:12][CH:11]=[C:10]([Cl:14])[CH:9]=2)=[CH:4][C:3]=1[CH:15]([OH:17])[CH3:16].Cl[C:19](Cl)([O:21]C(=O)OC(Cl)(Cl)Cl)Cl. Product: [Cl:14][C:10]1[CH:9]=[C:8]([C:5]2[CH:6]=[CH:7][C:2]3[NH:1][C:19](=[O:21])[O:17][CH:15]([CH3:16])[C:3]=3[CH:4]=2)[CH:13]=[CH:12][CH:11]=1. The catalyst class is: 1.